Dataset: Reaction yield outcomes from USPTO patents with 853,638 reactions. Task: Predict the reaction yield, written as a fraction of the theoretical maximum amount of product (1.0 means a 100% yield; for example, 0.34 means a 34% yield). (1) The reactants are C(O[CH:4]=[CH:5][C:6](=O)[C:7]([F:10])([F:9])[F:8])C.[C:12]([NH2:18])(=[O:17])[CH2:13][C:14]([CH3:16])=[O:15].[O-]CC.[Na+:22]. The catalyst is CCO. The product is [C:14]([C:13]1[C:12]([O-:17])=[N:18][C:6]([C:7]([F:8])([F:9])[F:10])=[CH:5][CH:4]=1)(=[O:15])[CH3:16].[Na+:22]. The yield is 0.860. (2) The reactants are [F:1][C:2]1[CH:7]=[CH:6][C:5]([N+:8]([O-])=O)=[CH:4][C:3]=1[NH:11][C:12](=[O:18])[O:13][C:14]([CH3:17])([CH3:16])[CH3:15]. The catalyst is CO.[Pd]. The product is [F:1][C:2]1[CH:7]=[CH:6][C:5]([NH2:8])=[CH:4][C:3]=1[NH:11][C:12](=[O:18])[O:13][C:14]([CH3:16])([CH3:15])[CH3:17]. The yield is 0.650. (3) The reactants are [O:1]1[CH:7]=[CH:6][CH:5]=[N:4][C:3](=[O:8])[CH2:2]1.F[B-](F)(F)F.[CH3:14][O+](C)C. The catalyst is C(Cl)Cl. The product is [CH3:14][O:8][C:3]1[CH2:2][O:1][CH2:7][CH2:6][CH2:5][N:4]=1. The yield is 0.800.